Task: Predict the reactants needed to synthesize the given product.. Dataset: Full USPTO retrosynthesis dataset with 1.9M reactions from patents (1976-2016) (1) Given the product [F:1][C:2]1[CH:7]=[C:6]([OH:8])[C:5]([CH3:9])=[CH:4][C:3]=1[CH:11]=[O:13], predict the reactants needed to synthesize it. The reactants are: [F:1][C:2]1[CH:3]=[CH:4][C:5]([CH3:9])=[C:6]([OH:8])[CH:7]=1.Cl[CH:11]([O:13]C)Cl. (2) Given the product [CH3:1][CH:2]([CH3:33])[C:3]([NH:5][C:6]1[CH:11]=[CH:10][CH:9]=[C:8]([CH:12]2[CH2:17][CH2:16][N:15]([CH2:18][CH2:19][CH2:20][C:21]3[C:40]4[C:39](=[CH:38][CH:37]=[C:36]([CH3:35])[CH:41]=4)[NH:42][C:22]=3[C:24]3[CH:29]=[CH:28][C:27]([N+:30]([O-:32])=[O:31])=[CH:26][CH:25]=3)[CH2:14][CH2:13]2)[CH:7]=1)=[O:4], predict the reactants needed to synthesize it. The reactants are: [CH3:1][CH:2]([CH3:33])[C:3]([NH:5][C:6]1[CH:11]=[CH:10][CH:9]=[C:8]([CH:12]2[CH2:17][CH2:16][N:15]([CH2:18][CH2:19][CH2:20][CH2:21][C:22]([C:24]3[CH:29]=[CH:28][C:27]([N+:30]([O-:32])=[O:31])=[CH:26][CH:25]=3)=O)[CH2:14][CH2:13]2)[CH:7]=1)=[O:4].Cl.[CH3:35][C:36]1[CH:41]=[CH:40][C:39]([NH:42]N)=[CH:38][CH:37]=1. (3) Given the product [Cl:28][C:2]1[S:3][C:4]2[C:9]([NH:10][C:11]([CH3:16])([CH2:14][OH:15])[CH2:12][OH:13])=[N:8][C:7]([S:17][CH2:18][C:19]3[CH:24]=[CH:23][CH:22]=[C:21]([F:25])[C:20]=3[F:26])=[N:6][C:5]=2[N:27]=1, predict the reactants needed to synthesize it. The reactants are: N[C:2]1[S:3][C:4]2[C:9]([NH:10][C:11]([CH3:16])([CH2:14][OH:15])[CH2:12][OH:13])=[N:8][C:7]([S:17][CH2:18][C:19]3[CH:24]=[CH:23][CH:22]=[C:21]([F:25])[C:20]=3[F:26])=[N:6][C:5]=2[N:27]=1.[ClH:28].N([O-])=O.[Na+].N. (4) Given the product [Cl:23][C:9]1[CH:10]=[C:11]2[C:15](=[C:7]([NH:6][CH:1]3[CH2:5][CH2:4][CH2:3][CH2:2]3)[CH:8]=1)[NH:14][C:13]([C:16]1[CH:17]=[CH:18][C:19]([NH:22][S:25]([CH3:24])(=[O:27])=[O:26])=[CH:20][CH:21]=1)=[CH:12]2, predict the reactants needed to synthesize it. The reactants are: [CH:1]1([NH:6][C:7]2[CH:8]=[C:9]([Cl:23])[CH:10]=[C:11]3[C:15]=2[NH:14][C:13]([C:16]2[CH:21]=[CH:20][C:19]([NH2:22])=[CH:18][CH:17]=2)=[CH:12]3)[CH2:5][CH2:4][CH2:3][CH2:2]1.[CH3:24][S:25](Cl)(=[O:27])=[O:26]. (5) Given the product [CH3:41][C:38]1([CH3:40])[O:42][C@@H:32]([C@@H:50]([OH:44])[C@@H:51]([OH:52])[CH2:53][N:10]2[C:19]3[CH:18]=[C:17]([CH3:20])[C:16]([CH3:21])=[C:15]4[C:22]([CH3:25])([CH3:26])[CH2:23][CH2:24][N:13]([C:14]=34)[C:12](=[O:27])[C:11]2=[O:28])[CH2:33][O:34]1, predict the reactants needed to synthesize it. The reactants are: CC1(C)O[C@@H](/C=C\C[N:10]2[C:19]3[CH:18]=[C:17]([CH3:20])[C:16]([CH3:21])=[C:15]4[C:22]([CH3:26])([CH3:25])[CH2:23][CH2:24][N:13]([C:14]=34)[C:12](=[O:27])[C:11]2=[O:28])CO1.C[N+]1([O-])CC[O:34][CH2:33][CH2:32]1.[C:38]([O:42]O)([CH3:41])([CH3:40])C.[OH:44]S([O-])(=O)=O.[Na+].[CH3:50][C:51]([CH3:53])=[O:52]. (6) Given the product [CH:2]1([N:6]2[CH2:11][CH2:10][N:9]([C:12]([C@H:14]3[CH2:18][CH2:17][NH:16][CH2:15]3)=[O:13])[CH2:8][CH2:7]2)[CH2:5][CH2:4][CH2:3]1, predict the reactants needed to synthesize it. The reactants are: Cl.[CH:2]1([N:6]2[CH2:11][CH2:10][N:9]([C:12]([C@H:14]3[CH2:18][CH2:17][N:16](C(OC(C)(C)C)=O)[CH2:15]3)=[O:13])[CH2:8][CH2:7]2)[CH2:5][CH2:4][CH2:3]1. (7) Given the product [CH2:34]([N:3]1[C:4](=[O:33])[C:5]2[NH:6][C:7]([C:14]34[CH2:15][CH2:16][C:17]([CH2:22][CH2:23][C:24]5[NH:28][N:27]=[N:26][N:25]=5)([CH2:18][CH2:19]3)[CH2:20][CH2:21]4)=[N:8][C:9]=2[N:10]([CH2:11][CH2:12][CH3:13])[C:2]1=[O:1])[CH2:35][CH3:36], predict the reactants needed to synthesize it. The reactants are: [O:1]=[C:2]1[N:10]([CH2:11][CH2:12][CH3:13])[C:9]2[N:8]=[C:7]([C:14]34[CH2:21][CH2:20][C:17]([CH2:22][CH2:23][C:24]5[N:28](CCC#N)[N:27]=[N:26][N:25]=5)([CH2:18][CH2:19]3)[CH2:16][CH2:15]4)[NH:6][C:5]=2[C:4](=[O:33])[N:3]1[CH2:34][CH2:35][CH3:36].[OH-].[Na+].